Dataset: Forward reaction prediction with 1.9M reactions from USPTO patents (1976-2016). Task: Predict the product of the given reaction. (1) Given the reactants [CH:1]1([O:7][CH2:8][C@H:9]2[CH2:14][C@H:13]([C:15]3[O:19][NH:18][C:17](=[O:20])[CH:16]=3)[CH2:12][CH2:11][N:10]2C(OC)=O)[CH2:6][CH2:5][CH2:4][CH2:3][CH2:2]1.C(O)(=O)C, predict the reaction product. The product is: [CH:1]1([O:7][CH2:8][C@H:9]2[CH2:14][C@H:13]([C:15]3[O:19][NH:18][C:17](=[O:20])[CH:16]=3)[CH2:12][CH2:11][NH:10]2)[CH2:6][CH2:5][CH2:4][CH2:3][CH2:2]1. (2) Given the reactants [Cl:1][C:2]1[CH:3]=[C:4]([C:8]2[C:13]([O:14][CH3:15])=[CH:12][CH:11]=[C:10]([C:16]([C:18]3[CH:23]=[CH:22][C:21]([N+:24]([O-])=O)=[CH:20][CH:19]=3)=[O:17])[CH:9]=2)[CH:5]=[CH:6][CH:7]=1.[NH4+].[Cl-].O, predict the reaction product. The product is: [NH2:24][C:21]1[CH:20]=[CH:19][C:18]([C:16]([C:10]2[CH:9]=[C:8]([C:4]3[CH:5]=[CH:6][CH:7]=[C:2]([Cl:1])[CH:3]=3)[C:13]([O:14][CH3:15])=[CH:12][CH:11]=2)=[O:17])=[CH:23][CH:22]=1. (3) Given the reactants [C:1]([O:5][C:6](=[O:56])[NH:7][C:8]([CH3:55])([CH3:54])[C@H:9]([NH:25][C:26](=[O:53])[C:27]1[CH:32]=[CH:31][C:30]([C:33]#[C:34][C:35]2[CH:40]=[CH:39][C:38]([CH2:41][N:42]([C:46]([O:48][C:49]([CH3:52])([CH3:51])[CH3:50])=[O:47])[CH:43]3[CH2:45][CH2:44]3)=[CH:37][CH:36]=2)=[CH:29][CH:28]=1)[C:10]([N:12]1[C@H](CC2C=CC=CC=2)COC1=O)=[O:11])([CH3:4])([CH3:3])[CH3:2].[O:57]1CCOCC1, predict the reaction product. The product is: [C:1]([O:5][C:6](=[O:56])[NH:7][C:8]([CH3:55])([CH3:54])[C@H:9]([NH:25][C:26](=[O:53])[C:27]1[CH:32]=[CH:31][C:30]([C:33]#[C:34][C:35]2[CH:40]=[CH:39][C:38]([CH2:41][N:42]([C:46]([O:48][C:49]([CH3:52])([CH3:51])[CH3:50])=[O:47])[CH:43]3[CH2:45][CH2:44]3)=[CH:37][CH:36]=2)=[CH:29][CH:28]=1)[C:10](=[O:11])[NH:12][OH:57])([CH3:4])([CH3:3])[CH3:2]. (4) Given the reactants [PH2](O)=[O:2].NC1C(C#N)=NC=CC=1.[NH2:13][C:14]1[C:15]([C:20]([NH2:22])=[S:21])=[N:16][CH:17]=[CH:18][CH:19]=1.[Cl:23][C:24]1[N:31]=[CH:30][CH:29]=[CH:28][C:25]=1[C:26]#[N:27], predict the reaction product. The product is: [NH2:22][C:20]1[S:21][N:13]=[C:14]2[CH:19]=[CH:18][CH:17]=[N:16][C:15]=12.[S:21]1[C:24]2=[N:31][CH:30]=[CH:29][CH:28]=[C:25]2[CH:26]=[N:27]1.[Cl:23][C:24]1[N:31]=[CH:30][CH:29]=[CH:28][C:25]=1[CH:26]=[O:2]. (5) The product is: [NH2:2][C:1]1[C:3]([C:4]([O:6][CH2:7][CH3:8])=[O:5])=[C:9]([CH3:10])[NH:15][N:14]=1. Given the reactants [C:1](/[C:3](=[C:9](\OCC)/[CH3:10])/[C:4]([O:6][CH2:7][CH3:8])=[O:5])#[N:2].[NH2:14][NH2:15], predict the reaction product. (6) Given the reactants Cl.[CH3:2][C:3]([NH2:14])([C:5]1[CH:10]=[CH:9][CH:8]=[C:7]([N+:11]([O-:13])=[O:12])[CH:6]=1)[CH3:4].C(=O)([O-])[O-].[K+].[K+].Br[CH2:22][C:23](=[O:27])[CH:24]([CH3:26])[CH3:25], predict the reaction product. The product is: [CH3:25][CH:24]([CH3:26])[C:23](=[O:27])[CH2:22][NH:14][C:3]([CH3:2])([C:5]1[CH:10]=[CH:9][CH:8]=[C:7]([N+:11]([O-:13])=[O:12])[CH:6]=1)[CH3:4].